The task is: Predict the reaction yield, written as a fraction of the theoretical maximum amount of product (1.0 means a 100% yield; for example, 0.34 means a 34% yield).. This data is from Reaction yield outcomes from USPTO patents with 853,638 reactions. (1) The reactants are Br[C:2]1[CH:3]=[C:4]([NH:10][C:11]2[CH:16]=[CH:15][C:14]([N:17]3[CH2:22][CH2:21][N:20]([CH:23]4[CH2:26][O:25][CH2:24]4)[CH2:19][C:18]3([CH3:28])[CH3:27])=[CH:13][N:12]=2)[C:5](=[O:9])[N:6]([CH3:8])[CH:7]=1.[C:29]([O:32][CH2:33][C:34]1[C:35]([N:49]2[CH2:61][CH2:60][N:52]3[C:53]4[CH2:54][CH2:55][CH2:56][CH2:57][C:58]=4[CH:59]=[C:51]3[C:50]2=[O:62])=[N:36][CH:37]=[CH:38][C:39]=1B1OC(C)(C)C(C)(C)O1)(=[O:31])[CH3:30].[O-]P([O-])([O-])=O.[K+].[K+].[K+].C([O-])(=O)C.[Na+]. The catalyst is C1C=CC(P(C2C=CC=CC=2)[C-]2C=CC=C2)=CC=1.C1C=CC(P(C2C=CC=CC=2)[C-]2C=CC=C2)=CC=1.Cl[Pd]Cl.[Fe+2].O.C(#N)C. The product is [C:29]([O:32][CH2:33][C:34]1[C:35]([N:49]2[CH2:61][CH2:60][N:52]3[C:53]4[CH2:54][CH2:55][CH2:56][CH2:57][C:58]=4[CH:59]=[C:51]3[C:50]2=[O:62])=[N:36][CH:37]=[CH:38][C:39]=1[C:2]1[CH:3]=[C:4]([NH:10][C:11]2[CH:16]=[CH:15][C:14]([N:17]3[CH2:22][CH2:21][N:20]([CH:23]4[CH2:24][O:25][CH2:26]4)[CH2:19][C:18]3([CH3:27])[CH3:28])=[CH:13][N:12]=2)[C:5](=[O:9])[N:6]([CH3:8])[CH:7]=1)(=[O:31])[CH3:30]. The yield is 0.310. (2) The reactants are [CH3:1][O:2][C:3]1[CH:8]=[CH:7][C:6]([C:9]2[C:13]([CH3:15])([CH3:14])[NH:12][C:11](=[O:16])[C:10]=2[C:17]2[CH:22]=[CH:21][C:20]([O:23][CH2:24][C:25]3[CH:34]=[CH:33][C:32]4[C:27](=[CH:28][CH:29]=[CH:30][CH:31]=4)[N:26]=3)=[CH:19][CH:18]=2)=[CH:5][CH:4]=1.[H-].[Na+].[CH3:37]I. The catalyst is CN(C=O)C.O. The product is [CH3:1][O:2][C:3]1[CH:4]=[CH:5][C:6]([C:9]2[C:13]([CH3:15])([CH3:14])[N:12]([CH3:37])[C:11](=[O:16])[C:10]=2[C:17]2[CH:22]=[CH:21][C:20]([O:23][CH2:24][C:25]3[CH:34]=[CH:33][C:32]4[C:27](=[CH:28][CH:29]=[CH:30][CH:31]=4)[N:26]=3)=[CH:19][CH:18]=2)=[CH:7][CH:8]=1. The yield is 0.370. (3) No catalyst specified. The reactants are C(OP([CH2:9][C:10]([N:12]1[CH2:33][CH2:32][C:15]2[C:16]3[C:21]([NH:22][C:23]4[CH:28]=[CH:27][C:26]([F:29])=[C:25]([Cl:30])[CH:24]=4)=[N:20][CH:19]=[N:18][C:17]=3[S:31][C:14]=2[CH2:13]1)=[O:11])(=O)OCC)C.[H-].[Na+].CO.[CH2:38]1[CH2:42]O[CH2:40][CH2:39]1. The yield is 0.240. The product is [Cl:30][C:25]1[CH:24]=[C:23]([NH:22][C:21]2[C:16]3[C:15]4[CH2:32][CH2:33][N:12]([C:10](=[O:11])/[CH:9]=[CH:9]/[CH:10]5[CH2:42][CH2:38][CH2:39][CH2:40][N:12]5[CH3:13])[CH2:13][C:14]=4[S:31][C:17]=3[N:18]=[CH:19][N:20]=2)[CH:28]=[CH:27][C:26]=1[F:29]. (4) The yield is 0.450. The product is [CH:1]1([C:7]2[N:12]([C:13]3[CH:18]=[CH:17][CH:16]=[C:15]([F:19])[CH:14]=3)[C:11](=[O:20])[C:10]([C:35]([NH:36][CH2:49][C:50]([OH:52])=[O:51])=[O:60])=[C:9]([OH:21])[N:8]=2)[CH2:2][CH2:3][CH2:4][CH2:5][CH2:6]1. The catalyst is C1(C)C=CC=CC=1.O.COCCO. The reactants are [CH:1]1([C:7]2[N:12]([C:13]3[CH:18]=[CH:17][CH:16]=[C:15]([F:19])[CH:14]=3)[C:11](=[O:20])[CH:10]=[C:9]([OH:21])[N:8]=2)[CH2:6][CH2:5][CH2:4][CH2:3][CH2:2]1.[Cl-].C[Al+]C.CCCCCC.FC1C=[C:35](C=CC=1)[NH2:36].C1(C#N)CCCCC1.C(OCC)(=O)[CH2:49][C:50]([O:52]CC)=[O:51].C[O-:60].[Na+]. (5) The reactants are [CH3:1][O:2][C:3](=[O:32])[C:4]([NH:7][C:8]([C:10]1[C:15]([O:16]CC2C=CC=CC=2)=[CH:14][C:13]([O:24]CC2C=CC=CC=2)=[CH:12][N:11]=1)=[O:9])([CH3:6])[CH3:5]. The catalyst is CO.[Pd]. The product is [CH3:1][O:2][C:3](=[O:32])[C:4]([NH:7][C:8]([C:10]1[C:15]([OH:16])=[CH:14][C:13]([OH:24])=[CH:12][N:11]=1)=[O:9])([CH3:6])[CH3:5]. The yield is 0.940.